Dataset: Forward reaction prediction with 1.9M reactions from USPTO patents (1976-2016). Task: Predict the product of the given reaction. Given the reactants [O:1]=[C:2]([NH:8][C:9]1[CH:10]=[C:11]([CH3:15])[CH:12]=[CH:13][CH:14]=1)/[CH:3]=[CH:4]\[C:5]([OH:7])=O.[CH3:16][CH2:17][N:18](CC)[CH2:19][CH3:20].ClC(OC)=O.N1CCCC1, predict the reaction product. The product is: [O:7]=[C:5]([N:18]1[CH2:19][CH2:20][CH2:16][CH2:17]1)/[CH:4]=[CH:3]\[C:2]([NH:8][C:9]1[CH:10]=[C:11]([CH3:15])[CH:12]=[CH:13][CH:14]=1)=[O:1].